From a dataset of Full USPTO retrosynthesis dataset with 1.9M reactions from patents (1976-2016). Predict the reactants needed to synthesize the given product. (1) Given the product [OH:6][C@H:1]1[C@H:5]([OH:11])[CH2:4][CH:3]([C:7]([O:9][CH3:10])=[O:8])[CH2:2]1, predict the reactants needed to synthesize it. The reactants are: [C@@H:1]12[O:6][C@@H:5]1[CH2:4][CH:3]([C:7]([O:9][CH3:10])=[O:8])[CH2:2]2.[OH2:11].[Na+].[Cl-]. (2) Given the product [OH:6][CH:5]([CH2:4][OH:3])[C:7]([O:9][C@@H:10]1[CH2:15][C@H:14]([CH3:16])[CH2:13][CH2:12][C@H:11]1[CH:17]([CH3:18])[CH3:19])=[O:8], predict the reactants needed to synthesize it. The reactants are: CC1(C)[O:6][CH:5]([C:7]([O:9][C@@H:10]2[CH2:15][C@H:14]([CH3:16])[CH2:13][CH2:12][C@H:11]2[CH:17]([CH3:19])[CH3:18])=[O:8])[CH2:4][O:3]1. (3) Given the product [F:1][C:2]1[CH:3]=[C:4]([CH:22]=[CH:23][CH:24]=1)[CH2:5][O:6][C:7]1[CH:12]=[CH:11][C:10]([N:13]2[C:17](=[O:18])[CH2:16][C@@H:15]([C:19]#[N:21])[CH2:14]2)=[CH:9][CH:8]=1, predict the reactants needed to synthesize it. The reactants are: [F:1][C:2]1[CH:3]=[C:4]([CH:22]=[CH:23][CH:24]=1)[CH2:5][O:6][C:7]1[CH:12]=[CH:11][C:10]([N:13]2[C:17](=[O:18])[CH2:16][C@@H:15]([C:19]([NH2:21])=O)[CH2:14]2)=[CH:9][CH:8]=1.S(Cl)(Cl)=O. (4) Given the product [CH2:8]([NH:10][C:11]([C@H:13]1[CH2:17][CH2:16][C@@H:15]([N:18]([CH3:19])[C:38]([C:35]2[CH:34]=[CH:33][C:32]([C:29]3[CH:28]=[CH:27][C:26]([O:25][C@@H:22]4[CH2:23][CH2:24][O:20][CH2:21]4)=[CH:31][CH:30]=3)=[CH:37][CH:36]=2)=[O:40])[CH2:14]1)=[O:12])[CH3:9], predict the reactants needed to synthesize it. The reactants are: FC(F)(F)C(O)=O.[CH2:8]([NH:10][C:11]([C@H:13]1[CH2:17][CH2:16][C@@H:15]([NH:18][CH3:19])[CH2:14]1)=[O:12])[CH3:9].[O:20]1[CH2:24][CH2:23][C@@H:22]([O:25][C:26]2[CH:31]=[CH:30][C:29]([C:32]3[CH:37]=[CH:36][C:35]([C:38]([OH:40])=O)=[CH:34][CH:33]=3)=[CH:28][CH:27]=2)[CH2:21]1. (5) Given the product [O:1]=[C:2]1[C:11]2[CH:10]=[CH:9][CH:8]=[CH:7][C:6]=2[NH:5][C:4]2=[C:12]([CH:15]=[N:18][OH:19])[CH:13]=[N:14][N:3]12, predict the reactants needed to synthesize it. The reactants are: [O:1]=[C:2]1[C:11]2[CH:10]=[CH:9][CH:8]=[CH:7][C:6]=2[NH:5][C:4]2=[C:12]([CH:15]=O)[CH:13]=[N:14][N:3]12.Cl.[NH2:18][OH:19]. (6) Given the product [CH3:27][C:25]1[N:1]=[C:2]2[S:6][C:5]3[CH2:7][CH2:8][CH2:9][CH2:10][C:4]=3[C:3]2=[C:11]([CH2:13][C:14]2[CH:19]=[CH:18][CH:17]=[C:16]([O:20][CH3:21])[CH:15]=2)[C:24]=1[CH2:23][C:22]([O:29][CH3:30])=[O:28], predict the reactants needed to synthesize it. The reactants are: [NH2:1][C:2]1[S:6][C:5]2[CH2:7][CH2:8][CH2:9][CH2:10][C:4]=2[C:3]=1[C:11]([CH2:13][C:14]1[CH:19]=[CH:18][CH:17]=[C:16]([O:20][CH3:21])[CH:15]=1)=O.[C:22]([O:29][CH3:30])(=[O:28])[CH2:23][CH2:24][C:25]([CH3:27])=O.Cl[Si](C)(C)C. (7) Given the product [C:1]([NH:4][C:5]1[CH:6]=[C:7]([CH:31]2[CH2:32][CH2:33]2)[C:8]([C:21]2[CH:22]=[C:23]3[C:28](=[CH:29][CH:30]=2)[O:27][CH2:26][CH2:25][CH2:24]3)=[C:9]([CH:12]([O:17][CH:18]2[CH2:19][CH2:20]2)[C:13]([OH:15])=[O:14])[C:10]=1[CH3:11])(=[O:3])[CH3:2], predict the reactants needed to synthesize it. The reactants are: [C:1]([NH:4][C:5]1[CH:6]=[C:7]([CH:31]2[CH2:33][CH2:32]2)[C:8]([C:21]2[CH:22]=[C:23]3[C:28](=[CH:29][CH:30]=2)[O:27][CH2:26][CH2:25][CH2:24]3)=[C:9]([CH:12]([O:17][CH:18]2[CH2:20][CH2:19]2)[C:13]([O:15]C)=[O:14])[C:10]=1[CH3:11])(=[O:3])[CH3:2].[OH-].[Na+]. (8) Given the product [CH:1]([C:4]1[CH:8]=[C:7]([CH2:9][NH:10][C:20]([NH2:19])=[S:21])[O:6][N:5]=1)([CH3:3])[CH3:2], predict the reactants needed to synthesize it. The reactants are: [CH:1]([C:4]1[CH:8]=[C:7]([CH2:9][NH2:10])[O:6][N:5]=1)([CH3:3])[CH3:2].C([N:19]=[C:20]=[S:21])(=O)C1C=CC=CC=1. (9) Given the product [CH3:1][N:2]1[C:6]([C:7]2[CH:12]=[CH:11][CH:10]=[CH:9][CH:8]=2)=[C:5]([C:13]#[C:14][C:15]2[CH:20]=[CH:19][CH:18]=[CH:17][CH:16]=2)[C:4]([NH2:21])=[N:3]1, predict the reactants needed to synthesize it. The reactants are: [CH3:1][N:2]1[C:6]([C:7]2[CH:12]=[CH:11][CH:10]=[CH:9][CH:8]=2)=[C:5]([C:13]#[C:14][C:15]2[CH:20]=[CH:19][CH:18]=[CH:17][CH:16]=2)[C:4]([N:21]2C(=O)C3C(=CC=CC=3)C2=O)=[N:3]1.O.NN.